The task is: Predict the reactants needed to synthesize the given product.. This data is from Full USPTO retrosynthesis dataset with 1.9M reactions from patents (1976-2016). (1) Given the product [Br:1][C:2]1[N:6]([CH3:7])[N:5]=[CH:4][C:3]=1[C:8]([NH:22][C:23]1[CH:46]=[C:27]([O:28][C:29]2[CH:43]=[CH:42][C:32]3[N:33]=[C:34]([NH:36][C:37]([CH:39]4[CH2:41][CH2:40]4)=[O:38])[S:35][C:31]=3[C:30]=2[C:44]#[N:45])[C:26]([Cl:47])=[CH:25][C:24]=1[F:48])=[O:10], predict the reactants needed to synthesize it. The reactants are: [Br:1][C:2]1[N:6]([CH3:7])[N:5]=[CH:4][C:3]=1[C:8]([OH:10])=O.C(Cl)(=O)C(Cl)=O.CN(C)C=O.[NH2:22][C:23]1[C:24]([F:48])=[CH:25][C:26]([Cl:47])=[C:27]([CH:46]=1)[O:28][C:29]1[CH:43]=[CH:42][C:32]2[N:33]=[C:34]([NH:36][C:37]([CH:39]3[CH2:41][CH2:40]3)=[O:38])[S:35][C:31]=2[C:30]=1[C:44]#[N:45]. (2) The reactants are: [CH2:1]([O:5][C:6]([C:8]1[N:9]=[C:10](Br)[C:11]2[C:16]([C:17]=1[OH:18])=[CH:15][C:14]([O:19][C:20]1[CH:25]=[CH:24][C:23]([F:26])=[CH:22][CH:21]=1)=[CH:13][CH:12]=2)=[O:7])[CH2:2][CH2:3][CH3:4].[C:28]([Cu])#[N:29]. Given the product [CH2:1]([O:5][C:6]([C:8]1[N:9]=[C:10]([C:28]#[N:29])[C:11]2[C:16]([C:17]=1[OH:18])=[CH:15][C:14]([O:19][C:20]1[CH:25]=[CH:24][C:23]([F:26])=[CH:22][CH:21]=1)=[CH:13][CH:12]=2)=[O:7])[CH2:2][CH2:3][CH3:4], predict the reactants needed to synthesize it.